This data is from Forward reaction prediction with 1.9M reactions from USPTO patents (1976-2016). The task is: Predict the product of the given reaction. (1) Given the reactants [CH3:1][S:2]([C:5]1[CH:6]=[C:7]2[C:11](=[CH:12][CH:13]=1)[NH:10][CH2:9][CH2:8]2)(=[O:4])=[O:3].[Cl:14][C:15]1[N:20]=[C:19](Cl)[N:18]=[CH:17][N:16]=1.C(=O)([O-])[O-].[Cs+].[Cs+].O, predict the reaction product. The product is: [Cl:14][C:15]1[N:20]=[CH:19][N:18]=[C:17]([N:10]2[C:11]3[C:7](=[CH:6][C:5]([S:2]([CH3:1])(=[O:4])=[O:3])=[CH:13][CH:12]=3)[CH2:8][CH2:9]2)[N:16]=1. (2) The product is: [F:1][C:2]1[CH:7]=[CH:6][CH:5]=[CH:4][C:3]=1[NH:8][C:9](=[O:10])[NH:11][C:12]1[CH:17]=[CH:16][C:15]([C:18]2[CH:22]=[C:21]([C:23](=[S:33])[NH:24][C@H:25]([CH:30]([CH3:31])[CH3:32])[C:26]([O:28][CH3:29])=[O:27])[O:20][N:19]=2)=[CH:14][CH:13]=1. Given the reactants [F:1][C:2]1[CH:7]=[CH:6][CH:5]=[CH:4][C:3]=1[N:8]=[C:9]=[O:10].[NH2:11][C:12]1[CH:17]=[CH:16][C:15]([C:18]2[CH:22]=[C:21]([C:23](=[S:33])[NH:24][C@H:25]([CH:30]([CH3:32])[CH3:31])[C:26]([O:28][CH3:29])=[O:27])[O:20][N:19]=2)=[CH:14][CH:13]=1, predict the reaction product. (3) Given the reactants C[N+]1([O-])CC[O:5]CC1.[Cl:9][C:10]1[CH:15]=[CH:14][C:13]([CH2:16][C:17]([O:19][CH3:20])=[O:18])=[C:12]([CH:21]=C)[CH:11]=1.C([O-])(O)=O.[Na+], predict the reaction product. The product is: [Cl:9][C:10]1[CH:15]=[CH:14][C:13]([CH2:16][C:17]([O:19][CH3:20])=[O:18])=[C:12]([CH:21]=[O:5])[CH:11]=1. (4) Given the reactants [Cl:1][C:2]1[N:3]=[C:4]([CH:18]2[CH2:23][CH2:22][O:21][CH2:20][CH2:19]2)[NH:5][C:6]=1[C:7]1[CH:8]=[C:9]([CH:14]=[CH:15][C:16]=1[CH3:17])[C:10]([O:12]C)=[O:11].[OH-].[Na+], predict the reaction product. The product is: [Cl:1][C:2]1[N:3]=[C:4]([CH:18]2[CH2:23][CH2:22][O:21][CH2:20][CH2:19]2)[NH:5][C:6]=1[C:7]1[CH:8]=[C:9]([CH:14]=[CH:15][C:16]=1[CH3:17])[C:10]([OH:12])=[O:11]. (5) Given the reactants Cl[C:2]1[N:7]=[C:6]([NH:8][C:9]2[CH:14]=[CH:13][CH:12]=[CH:11][C:10]=2[C:15]#[N:16])[CH:5]=[CH:4][N:3]=1.[S:17]([NH2:27])(=[O:26])([C:19]1[CH:24]=[CH:23][C:22]([NH2:25])=[CH:21][CH:20]=1)=[O:18].CO.N, predict the reaction product. The product is: [S:17]([C:19]1[CH:24]=[CH:23][C:22]([NH:25][C:2]2[N:7]=[C:6]([NH:8][C:9]3[CH:14]=[CH:13][CH:12]=[CH:11][C:10]=3[C:15]#[N:16])[CH:5]=[CH:4][N:3]=2)=[CH:21][CH:20]=1)(=[O:18])(=[O:26])[NH2:27].